Dataset: Catalyst prediction with 721,799 reactions and 888 catalyst types from USPTO. Task: Predict which catalyst facilitates the given reaction. (1) Reactant: [F:1][C:2]1[CH:3]=[C:4]2[C:8](=[CH:9][CH:10]=1)[NH:7][C:6]([C:11]([O:13][CH2:14]C)=[O:12])=[CH:5]2. Product: [F:1][C:2]1[CH:3]=[C:4]2[C:8](=[CH:9][CH:10]=1)[NH:7][CH:6]([C:11]([O:13][CH3:14])=[O:12])[CH2:5]2. The catalyst class is: 5. (2) Product: [CH2:1]([C:5]1[N:6]=[C:7]([CH3:27])[N:8]([CH2:35][C:36]2[N:40]=[C:39]([C:41]3[CH:42]=[CH:43][CH:44]=[CH:45][CH:46]=3)[O:38][N:37]=2)[C:9](=[O:26])[C:10]=1[CH2:11][C:12]1[CH:17]=[CH:16][C:15]([C:18]2[C:19]([C:24]#[N:25])=[CH:20][CH:21]=[CH:22][CH:23]=2)=[CH:14][CH:13]=1)[CH2:2][CH2:3][CH3:4]. The catalyst class is: 13. Reactant: [CH2:1]([C:5]1[N:6]=[C:7]([CH3:27])[NH:8][C:9](=[O:26])[C:10]=1[CH2:11][C:12]1[CH:17]=[CH:16][C:15]([C:18]2[C:19]([C:24]#[N:25])=[CH:20][CH:21]=[CH:22][CH:23]=2)=[CH:14][CH:13]=1)[CH2:2][CH2:3][CH3:4].C(=O)([O-])[O-].[K+].[K+].Cl[CH2:35][C:36]1[N:40]=[C:39]([C:41]2[CH:46]=[CH:45][CH:44]=[CH:43][CH:42]=2)[O:38][N:37]=1.CN(C)C=O. (3) Reactant: [Br:1][C:2]1[CH:11]=[C:10]2[C:5]([C:6](Cl)=[CH:7][N:8]=[N:9]2)=[CH:4][C:3]=1[Cl:13].[N:14]1([C:20]([O:22][C:23]([CH3:26])([CH3:25])[CH3:24])=[O:21])[CH2:19][CH2:18][NH:17][CH2:16][CH2:15]1.CCN(C(C)C)C(C)C. Product: [Br:1][C:2]1[CH:11]=[C:10]2[C:5]([C:6]([N:17]3[CH2:16][CH2:15][N:14]([C:20]([O:22][C:23]([CH3:26])([CH3:25])[CH3:24])=[O:21])[CH2:19][CH2:18]3)=[CH:7][N:8]=[N:9]2)=[CH:4][C:3]=1[Cl:13]. The catalyst class is: 12. (4) Reactant: [CH2:1](OCC)[CH3:2].C([Mg]Br)C.[C:10]([C:14]1[CH2:18][CH2:17][C:16](=O)[CH:15]=1)([CH3:13])([CH3:12])[CH3:11].Cl. Product: [CH2:1]([C:17]1[CH2:16][CH:15]=[C:14]([C:10]([CH3:13])([CH3:12])[CH3:11])[CH:18]=1)[CH3:2]. The catalyst class is: 6. (5) Reactant: [F:1][C:2]1[CH:7]=[CH:6][C:5]([Mg]Br)=[CH:4][CH:3]=1.FC1C=CC(Br)=CC=1.[Mg].II.[C:21]([C:23]1[CH:24]=[C:25]2[C:30](=[CH:31][CH:32]=1)[C:28](=[O:29])[O:27][CH2:26]2)#[N:22].[BH4-].[Na+]. Product: [C:21]([C:23]1[CH:32]=[CH:31][C:30]([CH:28]([C:5]2[CH:6]=[CH:7][C:2]([F:1])=[CH:3][CH:4]=2)[OH:29])=[C:25]([CH2:26][OH:27])[CH:24]=1)#[N:22]. The catalyst class is: 595. (6) Product: [C:18]([O:17][C:15]([N:1]([C:15]([O:17][C:18]([CH3:21])([CH3:20])[CH3:19])=[O:16])[C:2]1[N:7]=[CH:6][C:5](/[CH:8]=[CH:9]/[C:10]([O:12][CH2:13][CH3:14])=[O:11])=[CH:4][CH:3]=1)=[O:16])([CH3:21])([CH3:20])[CH3:19]. Reactant: [NH2:1][C:2]1[N:7]=[CH:6][C:5](/[CH:8]=[CH:9]/[C:10]([O:12][CH2:13][CH3:14])=[O:11])=[CH:4][CH:3]=1.[C:15](O[C:15]([O:17][C:18]([CH3:21])([CH3:20])[CH3:19])=[O:16])([O:17][C:18]([CH3:21])([CH3:20])[CH3:19])=[O:16]. The catalyst class is: 251. (7) Reactant: Br[CH2:2][C:3]1[CH:4]=[CH:5][C:6]([F:9])=[N:7][CH:8]=1.[F:10][CH:11]([F:21])[C:12]([N:14]=[C:15]1[CH:20]=[CH:19][CH:18]=[CH:17][NH:16]1)=[O:13].C(=O)([O-])[O-].[K+].[K+].C(OCC)(=O)C. Product: [F:21][CH:11]([F:10])[C:12]([N:14]=[C:15]1[CH:20]=[CH:19][CH:18]=[CH:17][N:16]1[CH2:2][C:3]1[CH:8]=[N:7][C:6]([F:9])=[CH:5][CH:4]=1)=[O:13]. The catalyst class is: 18. (8) Reactant: N1C2C(=NC=CC=2)N([O:10][C:11]2[C:20]3[C:15](=[CH:16][CH:17]=[CH:18][CH:19]=3)[N:14]=[CH:13][N:12]=2)N=1.[N:21]1[CH:26]=[C:25](B(O)O)[CH:24]=[N:23][CH:22]=1.C([O-])([O-])=O.[Cs+].[Cs+]. Product: [N:21]1[CH:26]=[C:25]([O:10][C:11]2[C:20]3[C:15](=[CH:16][CH:17]=[CH:18][CH:19]=3)[N:14]=[CH:13][N:12]=2)[CH:24]=[N:23][CH:22]=1. The catalyst class is: 104. (9) Product: [S:6]1[CH:7]=[CH:8][C:4]2[CH:3]=[C:2]([C:27](=[O:29])[CH3:28])[CH:10]=[CH:9][C:5]1=2. Reactant: Br[C:2]1[CH:10]=[CH:9][C:5]2[S:6][CH:7]=[CH:8][C:4]=2[CH:3]=1.[Mg].II.BrC1SC2C=CC=CC=2C=1.CON(C)[C:27](=[O:29])[CH3:28]. The catalyst class is: 7. (10) Reactant: [CH:1]([C@@H:4]1[N:8]([C:9]2[CH:14]=[CH:13][N:12]3[N:15]=[CH:16][C:17]([C:18]4[CH:23]=[CH:22][C:21]([C:24]5[N:28]=[CH:27][N:26]([CH2:29][O:30][CH2:31][CH2:32][Si:33]([CH3:36])([CH3:35])[CH3:34])[N:25]=5)=[CH:20][CH:19]=4)=[C:11]3[N:10]=2)[C:7](=[O:37])[NH:6][CH2:5]1)([CH3:3])[CH3:2].[H-].[Na+].Br[CH2:41][CH:42]1[CH2:47][CH2:46][N:45]([C:48]([O:50][C:51]([CH3:54])([CH3:53])[CH3:52])=[O:49])[CH2:44][CH2:43]1. Product: [CH:1]([C@H:4]1[CH2:5][N:6]([CH2:41][CH:42]2[CH2:47][CH2:46][N:45]([C:48]([O:50][C:51]([CH3:52])([CH3:54])[CH3:53])=[O:49])[CH2:44][CH2:43]2)[C:7](=[O:37])[N:8]1[C:9]1[CH:14]=[CH:13][N:12]2[N:15]=[CH:16][C:17]([C:18]3[CH:23]=[CH:22][C:21]([C:24]4[N:28]=[CH:27][N:26]([CH2:29][O:30][CH2:31][CH2:32][Si:33]([CH3:34])([CH3:35])[CH3:36])[N:25]=4)=[CH:20][CH:19]=3)=[C:11]2[N:10]=1)([CH3:3])[CH3:2]. The catalyst class is: 3.